This data is from Reaction yield outcomes from USPTO patents with 853,638 reactions. The task is: Predict the reaction yield, written as a fraction of the theoretical maximum amount of product (1.0 means a 100% yield; for example, 0.34 means a 34% yield). (1) The reactants are [NH:1]1[C:5]2[CH:6]=[CH:7][C:8]([C:10]([OH:12])=O)=[CH:9][C:4]=2[N:3]=[CH:2]1.[CH3:13][O:14][C:15]1[CH:16]=[CH:17][C:18]2[CH2:27][CH2:26][C@H:25]3[C@@H:20]([CH2:21][CH2:22][CH2:23][NH:24]3)[C:19]=2[CH:28]=1. No catalyst specified. The product is [NH:1]1[C:5]2[CH:6]=[CH:7][C:8]([C:10]([N:24]3[C@@H:25]4[C@H:20]([C:19]5[CH:28]=[C:15]([O:14][CH3:13])[CH:16]=[CH:17][C:18]=5[CH2:27][CH2:26]4)[CH2:21][CH2:22][CH2:23]3)=[O:12])=[CH:9][C:4]=2[N:3]=[CH:2]1. The yield is 0.770. (2) The reactants are [Cl:1][C:2]1[CH:7]=[CH:6][C:5]([CH2:8][C:9]([C:11]2[CH:16]=[CH:15][C:14]([O:17][C:18]3[CH:23]=[CH:22][C:21]([Cl:24])=[CH:20][CH:19]=3)=[CH:13][N:12]=2)=[O:10])=[C:4]([F:25])[CH:3]=1.[N+](=[CH2:28])=[N-]. The catalyst is CCOCC. The product is [Cl:1][C:2]1[CH:7]=[CH:6][C:5]([CH2:8][C:9]2([C:11]3[CH:16]=[CH:15][C:14]([O:17][C:18]4[CH:23]=[CH:22][C:21]([Cl:24])=[CH:20][CH:19]=4)=[CH:13][N:12]=3)[CH2:28][O:10]2)=[C:4]([F:25])[CH:3]=1. The yield is 0.360. (3) The product is [Br:14][C:7]1[CH:6]=[C:5]([CH2:8][C:9]([O:11][CH2:12][CH3:13])=[O:10])[CH:4]=[CH:3][C:2]=1[OH:1]. The catalyst is C(Cl)(Cl)(Cl)Cl. The yield is 0.780. The reactants are [OH:1][C:2]1[CH:7]=[CH:6][C:5]([CH2:8][C:9]([O:11][CH2:12][CH3:13])=[O:10])=[CH:4][CH:3]=1.[Br:14]Br. (4) The reactants are [CH3:1][C:2]1[C:3]([CH2:16][C:17]2[O:21][C:20]([C:22]([O:24]C)=[O:23])=[CH:19][CH:18]=2)=[CH:4][C:5]2[C:6]([CH3:15])([CH3:14])[CH2:7][CH2:8][C:9]([CH3:13])([CH3:12])[C:10]=2[CH:11]=1.[OH-].[Na+].Cl. The catalyst is CO.O. The product is [CH3:1][C:2]1[C:3]([CH2:16][C:17]2[O:21][C:20]([C:22]([OH:24])=[O:23])=[CH:19][CH:18]=2)=[CH:4][C:5]2[C:6]([CH3:15])([CH3:14])[CH2:7][CH2:8][C:9]([CH3:12])([CH3:13])[C:10]=2[CH:11]=1. The yield is 0.990. (5) The reactants are CCN=C=NCCCN(C)C.Cl.[N:13]1([C:21]([O:23][C:24]([CH3:27])([CH3:26])[CH3:25])=[O:22])[CH2:20][CH2:19][CH2:18][C@H:14]1[C:15]([OH:17])=O.[NH:28]1[CH2:41][CH2:40][CH2:39][C@@H:29]1[C:30]([NH:32][C:33]1[CH:38]=[CH:37][CH:36]=[CH:35][CH:34]=1)=[O:31]. The catalyst is C1COCC1. The product is [N:13]1([C:21]([O:23][C:24]([CH3:27])([CH3:26])[CH3:25])=[O:22])[CH2:20][CH2:19][CH2:18][C@H:14]1[C:15]([N:28]1[CH2:41][CH2:40][CH2:39][C@@H:29]1[C:30]([NH:32][C:33]1[CH:38]=[CH:37][CH:36]=[CH:35][CH:34]=1)=[O:31])=[O:17]. The yield is 0.736.